Dataset: Forward reaction prediction with 1.9M reactions from USPTO patents (1976-2016). Task: Predict the product of the given reaction. (1) The product is: [F:14][C:15]1[CH:16]=[C:17]2[C:23]([C:24]3[N:25]=[N:26][C:7]([C:2]([CH3:13])([CH3:1])[C:3]([O:5][CH3:6])=[O:4])=[C:8]([OH:9])[N:27]=3)=[N:22][N:21]([CH2:28][C:29]3[CH:30]=[N:31][CH:32]=[N:33][CH:34]=3)[C:18]2=[N:19][CH:20]=1. Given the reactants [CH3:1][C:2]([CH3:13])([C:7](=O)[C:8](OC)=[O:9])[C:3]([O:5][CH3:6])=[O:4].[F:14][C:15]1[CH:16]=[C:17]2[C:23]([C:24](=[NH:27])[NH:25][NH2:26])=[N:22][N:21]([CH2:28][C:29]3[CH:30]=[N:31][CH:32]=[N:33][CH:34]=3)[C:18]2=[N:19][CH:20]=1, predict the reaction product. (2) The product is: [NH:47]1[CH:41]=[CH:39][N:48]=[C:17]1[C:16]1[CH:19]=[CH:20][CH:21]=[CH:22][C:15]=1[O:14][C:13]1[CH:12]=[C:11]([C:10]2[C:3]3[C:4](=[N:5][CH:6]=[N:7][C:2]=3[NH2:1])[N:8]([C@H:26]3[CH2:31][CH2:30][C@@H:29]([N:32]4[CH2:37][CH2:36][N:35]([CH3:38])[CH2:34][CH2:33]4)[CH2:28][CH2:27]3)[N:9]=2)[CH:25]=[CH:24][CH:23]=1. Given the reactants [NH2:1][C:2]1[N:7]=[CH:6][N:5]=[C:4]2[N:8]([C@H:26]3[CH2:31][CH2:30][C@@H:29]([N:32]4[CH2:37][CH2:36][N:35]([CH3:38])[CH2:34][CH2:33]4)[CH2:28][CH2:27]3)[N:9]=[C:10]([C:11]3[CH:12]=[C:13]([CH:23]=[CH:24][CH:25]=3)[O:14][C:15]3[CH:22]=[CH:21][CH:20]=[CH:19][C:16]=3[CH:17]=O)[C:3]=12.[CH:39]([CH:41]=O)=O.C(=O)([O-])[O-].[NH4+:47].[NH4+:48], predict the reaction product. (3) The product is: [Br-:1].[OH:12][CH:13]1[CH2:17][CH2:16][N@@+:15]([CH3:18])([CH2:2][C:3](=[O:4])[NH:5][C:6]2[N:7]=[N:8][CH:9]=[CH:10][CH:11]=2)[CH2:14]1. Given the reactants [Br:1][CH2:2][C:3]([NH:5][C:6]1[N:7]=[N:8][CH:9]=[CH:10][CH:11]=1)=[O:4].[OH:12][C@@H:13]1[CH2:17][CH2:16][N:15]([CH3:18])[CH2:14]1, predict the reaction product. (4) Given the reactants [NH2:1][C:2]1[CH:38]=[CH:37][C:5]([O:6][C:7]2[CH:12]=[CH:11][N:10]=[C:9]3[CH:13]=[C:14]([C:16]4[CH:36]=[CH:35][C:19]([CH2:20][N:21]([CH2:25][CH2:26][O:27][CH2:28][CH2:29][O:30][CH2:31][CH2:32][O:33][CH3:34])[C:22](=[O:24])[CH3:23])=[CH:18][CH:17]=4)[S:15][C:8]=23)=[C:4]([F:39])[CH:3]=1.CCN(C(C)C)C(C)C.Cl[C:50](Cl)([O:52]C(=O)OC(Cl)(Cl)Cl)Cl.[NH2:61][C:62]1[CH:66]=[C:65]([CH3:67])[O:64][N:63]=1, predict the reaction product. The product is: [F:39][C:4]1[CH:3]=[C:2]([NH:1][C:50]([NH:61][C:62]2[CH:66]=[C:65]([CH3:67])[O:64][N:63]=2)=[O:52])[CH:38]=[CH:37][C:5]=1[O:6][C:7]1[CH:12]=[CH:11][N:10]=[C:9]2[CH:13]=[C:14]([C:16]3[CH:17]=[CH:18][C:19]([CH2:20][N:21]([CH2:25][CH2:26][O:27][CH2:28][CH2:29][O:30][CH2:31][CH2:32][O:33][CH3:34])[C:22](=[O:24])[CH3:23])=[CH:35][CH:36]=3)[S:15][C:8]=12.